From a dataset of NCI-60 drug combinations with 297,098 pairs across 59 cell lines. Regression. Given two drug SMILES strings and cell line genomic features, predict the synergy score measuring deviation from expected non-interaction effect. (1) Drug 1: CC1C(C(CC(O1)OC2CC(CC3=C2C(=C4C(=C3O)C(=O)C5=C(C4=O)C(=CC=C5)OC)O)(C(=O)C)O)N)O.Cl. Drug 2: C(CCl)NC(=O)N(CCCl)N=O. Cell line: HCT-15. Synergy scores: CSS=8.11, Synergy_ZIP=-2.90, Synergy_Bliss=0.993, Synergy_Loewe=-10.1, Synergy_HSA=-0.168. (2) Drug 1: C1=NC2=C(N=C(N=C2N1C3C(C(C(O3)CO)O)F)Cl)N. Drug 2: CS(=O)(=O)CCNCC1=CC=C(O1)C2=CC3=C(C=C2)N=CN=C3NC4=CC(=C(C=C4)OCC5=CC(=CC=C5)F)Cl. Cell line: SW-620. Synergy scores: CSS=0.295, Synergy_ZIP=-0.0169, Synergy_Bliss=0.333, Synergy_Loewe=-2.46, Synergy_HSA=-1.24. (3) Drug 1: CN(C)C1=NC(=NC(=N1)N(C)C)N(C)C. Drug 2: CC(C)CN1C=NC2=C1C3=CC=CC=C3N=C2N. Cell line: HCT116. Synergy scores: CSS=0.229, Synergy_ZIP=0.501, Synergy_Bliss=-1.17, Synergy_Loewe=-1.57, Synergy_HSA=-2.74. (4) Drug 1: C1C(C(OC1N2C=C(C(=O)NC2=O)F)CO)O. Drug 2: CN1C2=C(C=C(C=C2)N(CCCl)CCCl)N=C1CCCC(=O)O.Cl. Cell line: NCI-H322M. Synergy scores: CSS=-4.42, Synergy_ZIP=-2.33, Synergy_Bliss=-2.62, Synergy_Loewe=-4.45, Synergy_HSA=-4.20. (5) Drug 1: CN(C)C1=NC(=NC(=N1)N(C)C)N(C)C. Synergy scores: CSS=13.4, Synergy_ZIP=-5.64, Synergy_Bliss=-6.37, Synergy_Loewe=-43.2, Synergy_HSA=-7.05. Drug 2: CC1CCC2CC(C(=CC=CC=CC(CC(C(=O)C(C(C(=CC(C(=O)CC(OC(=O)C3CCCCN3C(=O)C(=O)C1(O2)O)C(C)CC4CCC(C(C4)OC)O)C)C)O)OC)C)C)C)OC. Cell line: SN12C.